Task: Predict which catalyst facilitates the given reaction.. Dataset: Catalyst prediction with 721,799 reactions and 888 catalyst types from USPTO Reactant: [Cl:1][C:2]1[N:7]=[C:6]([NH:8][CH3:9])[C:5]([N+:10]([O-])=O)=[CH:4][CH:3]=1.O.O.[Sn](Cl)Cl.[OH-].[Na+].C(OCC)(=O)C. Product: [Cl:1][C:2]1[N:7]=[C:6]([NH:8][CH3:9])[C:5]([NH2:10])=[CH:4][CH:3]=1. The catalyst class is: 33.